From a dataset of Full USPTO retrosynthesis dataset with 1.9M reactions from patents (1976-2016). Predict the reactants needed to synthesize the given product. (1) Given the product [OH:31][CH2:23][CH:24]([O:16][C:15]1[C@@H:17]([C@H:19]([CH2:21][OH:22])[OH:20])[O:18][C:12](=[O:11])[C:13]=1[OH:14])[C:25]1[CH:30]=[CH:29][CH:28]=[CH:27][CH:26]=1, predict the reactants needed to synthesize it. The reactants are: C(O)(C(F)(F)F)C(F)(F)F.[O:11]=[C:12]1[O:18][C@H:17]([C@H:19]([CH2:21][OH:22])[OH:20])[C:15]([OH:16])=[C:13]1[OH:14].[CH2:23]1[O:31][CH:24]1[C:25]1[CH:30]=[CH:29][CH:28]=[CH:27][CH:26]=1. (2) Given the product [Br:1][C:2]1[CH:3]=[C:4]([NH:8][CH:15]([C:10]2[CH:11]=[CH:12][CH:13]=[CH:14][N:9]=2)[C:21]#[N:22])[CH:5]=[N:6][CH:7]=1, predict the reactants needed to synthesize it. The reactants are: [Br:1][C:2]1[CH:3]=[C:4]([NH2:8])[CH:5]=[N:6][CH:7]=1.[N:9]1[CH:14]=[CH:13][CH:12]=[CH:11][C:10]=1[CH:15]=O.[Si]([C:21]#[N:22])(C)(C)C. (3) Given the product [OH2:3].[OH2:19].[OH2:34].[OH2:3].[OH2:3].[N-:1]([S:2]([C:5]([F:8])([F:6])[F:7])(=[O:4])=[O:3])[S:9]([C:12]([F:15])([F:14])[F:13])(=[O:11])=[O:10].[Fe+2:16].[N-:17]([S:18]([C:21]([F:24])([F:22])[F:23])(=[O:20])=[O:19])[S:25]([C:28]([F:31])([F:30])[F:29])(=[O:27])=[O:26], predict the reactants needed to synthesize it. The reactants are: [N-:1]([S:9]([C:12]([F:15])([F:14])[F:13])(=[O:11])=[O:10])[S:2]([C:5]([F:8])([F:7])[F:6])(=[O:4])=[O:3].[Fe+2:16].[N-:17]([S:25]([C:28]([F:31])([F:30])[F:29])(=[O:27])=[O:26])[S:18]([C:21]([F:24])([F:23])[F:22])(=[O:20])=[O:19].[N-](S(C(F)(F)F)(=O)=O)S(C(F)(F)F)(=O)=[O:34].C([N+]1C=CN(C)C=1)C. (4) Given the product [C:1]1([CH3:21])[CH:6]=[CH:5][CH:4]=[CH:3][C:2]=1[C:7]1[CH:8]=[C:9]([NH:13][C:14]2[CH:19]=[CH:18][C:17]([CH:22]=[CH2:23])=[CH:16][CH:15]=2)[CH:10]=[CH:11][CH:12]=1, predict the reactants needed to synthesize it. The reactants are: [C:1]1([CH3:21])[CH:6]=[CH:5][CH:4]=[CH:3][C:2]=1[C:7]1[CH:8]=[C:9]([NH:13][C:14]2[CH:19]=[CH:18][C:17](Br)=[CH:16][CH:15]=2)[CH:10]=[CH:11][CH:12]=1.[CH2:22]([Sn](CCCC)(CCCC)C=C)[CH2:23]CC. (5) Given the product [C:1]1([S:7]([C:10]2[CH:15]=[CH:14][C:13]([C:16]3[CH:17]=[C:18]([OH:20])[N:29]([CH3:28])[N:30]=3)=[CH:12][CH:11]=2)(=[O:9])=[O:8])[CH:6]=[CH:5][CH:4]=[CH:3][CH:2]=1, predict the reactants needed to synthesize it. The reactants are: [C:1]1([S:7]([C:10]2[CH:15]=[CH:14][C:13]([C:16](=O)[CH2:17][C:18]([O:20]C)=O)=[CH:12][CH:11]=2)(=[O:9])=[O:8])[CH:6]=[CH:5][CH:4]=[CH:3][CH:2]=1.S(O)(O)(=O)=O.[CH3:28][NH:29][NH2:30].C(N(CC)CC)C.Cl. (6) Given the product [CH3:33][O:34][N:35]=[C:24]([C:3]1[C:2]([NH2:1])=[N:7][CH:6]=[C:5]([C:8]2[CH:13]=[C:12]([S:14]([N:17]3[CH2:18][CH2:19][O:20][CH2:21][CH2:22]3)(=[O:16])=[O:15])[CH:11]=[CH:10][C:9]=2[CH3:23])[N:4]=1)[C:26]1[CH:27]=[N:28][CH:29]=[CH:30][CH:31]=1, predict the reactants needed to synthesize it. The reactants are: [NH2:1][C:2]1[C:3]([C:24]([C:26]2[CH:27]=[N:28][CH:29]=[CH:30][CH:31]=2)=O)=[N:4][C:5]([C:8]2[CH:13]=[C:12]([S:14]([N:17]3[CH2:22][CH2:21][O:20][CH2:19][CH2:18]3)(=[O:16])=[O:15])[CH:11]=[CH:10][C:9]=2[CH3:23])=[CH:6][N:7]=1.Cl.[CH3:33][O:34][NH2:35].C(O)C.C(N(CC)CC)C. (7) Given the product [CH3:15][O:14][C:10]1[CH:9]=[CH:8][C:7]([CH:19]=[O:20])=[CH:12][C:11]=1[CH3:13], predict the reactants needed to synthesize it. The reactants are: C([Li])CCC.Br[C:7]1[CH:8]=[CH:9][C:10]([O:14][CH3:15])=[C:11]([CH3:13])[CH:12]=1.CN([CH:19]=[O:20])C.[Cl-].[Na+]. (8) Given the product [CH3:32][O:31][C:29](=[O:30])[NH:11][CH2:10][CH:8]1[CH2:7][C:6]2[CH:12]=[C:2]([Cl:1])[CH:3]=[C:4]([CH:13]3[CH2:14][CH2:15][CH2:16][CH2:17][CH2:18]3)[C:5]=2[O:9]1, predict the reactants needed to synthesize it. The reactants are: [Cl:1][C:2]1[CH:3]=[C:4]([CH:13]2[CH2:18][CH2:17][CH2:16][CH2:15][CH2:14]2)[C:5]2[O:9][CH:8]([CH2:10][NH2:11])[CH2:7][C:6]=2[CH:12]=1.C(N(C(C)C)CC)(C)C.Cl[C:29]([O:31][CH3:32])=[O:30].C(OC(=O)NCC1CC2C=CC=C(C3CCCC3)C=2O1)C1C=CC=CC=1.